From a dataset of Reaction yield outcomes from USPTO patents with 853,638 reactions. Predict the reaction yield, written as a fraction of the theoretical maximum amount of product (1.0 means a 100% yield; for example, 0.34 means a 34% yield). (1) The reactants are [NH2:1][C:2]1[C:10]([O:11][CH3:12])=[C:9]2[C:5]([CH2:6][CH2:7][C:8]2=[CH:13][C:14]#[N:15])=[CH:4][CH:3]=1.N.C(O)C. The catalyst is C(O)C.[Co]. The product is [NH2:15][CH2:14][CH:13]=[C:8]1[C:9]2[C:5](=[CH:4][CH:3]=[C:2]([NH2:1])[C:10]=2[O:11][CH3:12])[CH2:6][CH2:7]1. The yield is 0.990. (2) The reactants are [C:1]([O:5][C:6]([N:8]([C:16]1[S:17][CH2:18][CH2:19][N:20]=1)[NH:9][C:10]1[CH:15]=[CH:14][CH:13]=[CH:12][CH:11]=1)=[O:7])([CH3:4])([CH3:3])[CH3:2].C[Si](C)(C)N[Si](C)(C)C.[Li].[Cl:31][C:32]1[CH:39]=[CH:38][C:35]([CH2:36]Br)=[CH:34][C:33]=1[C:40]([F:43])([F:42])[F:41]. The catalyst is O1CCCC1. The product is [C:1]([O:5][C:6]([N:8]([C:16]1[S:17][CH2:18][CH2:19][N:20]=1)[N:9]([CH2:36][C:35]1[CH:38]=[CH:39][C:32]([Cl:31])=[C:33]([C:40]([F:43])([F:41])[F:42])[CH:34]=1)[C:10]1[CH:15]=[CH:14][CH:13]=[CH:12][CH:11]=1)=[O:7])([CH3:4])([CH3:2])[CH3:3]. The yield is 0.510. (3) The reactants are Cl[C:2](Cl)(Cl)[C:3]([O:6][C:7]([N:9]1[CH:14]2[C:15]([C:28](OCC)=[O:29])=[C:16]([C:18]3[CH:23]=[CH:22][CH:21]=[C:20]([CH2:24][CH:25]([OH:27])[CH3:26])[CH:19]=3)[CH2:17][CH:10]1[CH2:11][N:12]([C:33](=[O:35])[CH3:34])[CH2:13]2)=[O:8])([CH3:5])C.[CH3:38][NH:39][CH2:40][CH2:41][C:42]1[CH:47]=[CH:46][CH:45]=[CH:44][CH:43]=1.CCN(C(C)C)C(C)C.C1C=CC2N(O)N=NC=2C=1.CCN=C=NCCCN(C)C.[ClH:78].[CH2:79]([Cl:81])[Cl:80]. The catalyst is CN(C1C=CN=CC=1)C.C(Cl)(Cl)Cl. The product is [Cl:80][C:79]([Cl:78])([Cl:81])[C:3]([O:6][C:7]([N:9]1[CH:14]2[C:15]([C:28](=[O:29])[N:39]([CH3:38])[CH2:40][CH2:41][C:42]3[CH:47]=[CH:46][CH:45]=[CH:44][CH:43]=3)=[C:16]([C:18]3[CH:23]=[CH:22][CH:21]=[C:20]([CH2:24][CH:25]([OH:27])[CH3:26])[CH:19]=3)[CH2:17][CH:10]1[CH2:11][N:12]([C:33](=[O:35])[CH3:34])[CH2:13]2)=[O:8])([CH3:2])[CH3:5]. The yield is 0.780.